Dataset: Reaction yield outcomes from USPTO patents with 853,638 reactions. Task: Predict the reaction yield, written as a fraction of the theoretical maximum amount of product (1.0 means a 100% yield; for example, 0.34 means a 34% yield). (1) The reactants are Br[CH2:2][CH2:3][N:4]1[C:8]([CH2:9]Cl)=[CH:7][C:6]([N+:11]([O-:13])=[O:12])=[N:5]1.[CH3:14][O:15][CH2:16][CH:17]([NH2:19])[CH3:18].CS(C)=O. The catalyst is O. The product is [CH3:14][O:15][CH2:16][CH:17]([N:19]1[CH2:2][CH2:3][N:4]2[N:5]=[C:6]([N+:11]([O-:13])=[O:12])[CH:7]=[C:8]2[CH2:9]1)[CH3:18]. The yield is 0.680. (2) The reactants are [N:1]1[C:10]2[C:5](=[CH:6][CH:7]=[CH:8][CH:9]=2)[CH:4]=[CH:3][C:2]=1[NH:11][C@H:12]1[CH2:17][CH2:16][C@@H:15]([NH2:18])[CH2:14][CH2:13]1.CCN(C(C)C)C(C)C.[CH3:28][C:29]1[CH:30]=[C:31]([CH:35]=[CH:36][CH:37]=1)[C:32]([Cl:34])=[O:33].Cl. The catalyst is C(Cl)(Cl)Cl.CCOC(C)=O. The product is [ClH:34].[CH3:28][C:29]1[CH:30]=[C:31]([CH:35]=[CH:36][CH:37]=1)[C:32]([NH:18][C@H:15]1[CH2:14][CH2:13][C@@H:12]([NH:11][C:2]2[CH:3]=[CH:4][C:5]3[C:10](=[CH:9][CH:8]=[CH:7][CH:6]=3)[N:1]=2)[CH2:17][CH2:16]1)=[O:33]. The yield is 0.600.